From a dataset of Reaction yield outcomes from USPTO patents with 853,638 reactions. Predict the reaction yield, written as a fraction of the theoretical maximum amount of product (1.0 means a 100% yield; for example, 0.34 means a 34% yield). (1) The reactants are [F-].C([N+](CCCC)(CCCC)CCCC)CCC.[Si]([O:26][C@H:27]([CH2:41][CH2:42][CH2:43][CH2:44][CH2:45][CH3:46])[C@@H:28]([N:30]1[CH:38]=[N:37][C:36]2[C:31]1=[N:32][CH:33]=[N:34][C:35]=2[O:39][CH3:40])[CH3:29])(C(C)(C)C)(C)C.ClCCl.CO. The catalyst is O1CCCC1.C(OCC)(=O)C. The product is [CH3:40][O:39][C:35]1[N:34]=[CH:33][N:32]=[C:31]2[C:36]=1[N:37]=[CH:38][N:30]2[C@H:28]([C@H:27]([OH:26])[CH2:41][CH2:42][CH2:43][CH2:44][CH2:45][CH3:46])[CH3:29]. The yield is 0.940. (2) The reactants are [F:1][C:2]([F:35])([F:34])[C:3]1[CH:4]=[C:5]2[C:10](=[CH:11][CH:12]=1)[N:9]1[C:13]([C:16]3[N:17]([CH2:21][O:22][CH2:23][CH2:24][Si:25]([CH3:28])([CH3:27])[CH3:26])[N:18]=[CH:19][CH:20]=3)=[CH:14][N:15]=[C:8]1[C:7]([NH:29][CH2:30][CH2:31][CH2:32][OH:33])=[N:6]2.CC(C)([O-])C.[K+].[O:42]([CH2:72][C:73]1[CH:78]=[CH:77][CH:76]=[CH:75][CH:74]=1)[P:43](O[P:43]([O:44][CH2:45][C:46]1[CH:51]=[CH:50][CH:49]=[CH:48][CH:47]=1)([O:42][CH2:72][C:73]1[CH:78]=[CH:77][CH:76]=[CH:75][CH:74]=1)=[O:52])(=[O:52])[O:44][CH2:45][C:46]1[CH:51]=[CH:50][CH:49]=[CH:48][CH:47]=1. The catalyst is O1CCCC1. The product is [F:35][C:2]([F:1])([F:34])[C:3]1[CH:4]=[C:5]2[C:10](=[CH:11][CH:12]=1)[N:9]1[C:13]([C:16]3[N:17]([CH2:21][O:22][CH2:23][CH2:24][Si:25]([CH3:27])([CH3:28])[CH3:26])[N:18]=[CH:19][CH:20]=3)=[CH:14][N:15]=[C:8]1[C:7]([NH:29][CH2:30][CH2:31][CH2:32][O:33][P:43](=[O:52])([O:44][CH2:45][C:46]1[CH:51]=[CH:50][CH:49]=[CH:48][CH:47]=1)[O:42][CH2:72][C:73]1[CH:78]=[CH:77][CH:76]=[CH:75][CH:74]=1)=[N:6]2. The yield is 0.830. (3) The reactants are [Li+].[OH-].[S:3]1[C:7]2[CH:8]=[CH:9][CH:10]=[CH:11][C:6]=2[N:5]=[C:4]1[NH:12][C:13]([N:15]1[C:24]2[C:19](=[CH:20][CH:21]=[C:22]([C:25]3[N:30]=[C:29]([C:31]([O:33]C)=[O:32])[C:28]([O:35][CH2:36][CH2:37][CH2:38][O:39][C:40]4[CH:45]=[CH:44][CH:43]=[CH:42][CH:41]=4)=[CH:27][CH:26]=3)[CH:23]=2)[N:18]([CH3:46])[CH2:17][CH2:16]1)=[O:14].Cl. The catalyst is CO.O. The product is [S:3]1[C:7]2[CH:8]=[CH:9][CH:10]=[CH:11][C:6]=2[N:5]=[C:4]1[NH:12][C:13]([N:15]1[C:24]2[C:19](=[CH:20][CH:21]=[C:22]([C:25]3[N:30]=[C:29]([C:31]([OH:33])=[O:32])[C:28]([O:35][CH2:36][CH2:37][CH2:38][O:39][C:40]4[CH:41]=[CH:42][CH:43]=[CH:44][CH:45]=4)=[CH:27][CH:26]=3)[CH:23]=2)[N:18]([CH3:46])[CH2:17][CH2:16]1)=[O:14]. The yield is 0.610. (4) The reactants are C(NC1C=CC(S([N:14]=[N+:15]=[N-])(=O)=O)=CC=1)(=O)C.[O:17]=[C:18]([CH3:27])[CH2:19][C:20]([O:22][C:23]([CH3:26])([CH3:25])[CH3:24])=[O:21]. The catalyst is CC#N. The product is [N+:14](=[C:19]([C:18](=[O:17])[CH3:27])[C:20]([O:22][C:23]([CH3:26])([CH3:25])[CH3:24])=[O:21])=[N-:15]. The yield is 0.770. (5) The reactants are [OH:1][CH:2]([C:20]1[CH:25]=[CH:24][C:23]([O:26][CH3:27])=[CH:22][CH:21]=1)[CH:3]1[CH2:7][O:6]C(C)(C)[N:4]1[C:10]([O:12][CH2:13][C:14]1[CH:19]=[CH:18][CH:17]=[CH:16][CH:15]=1)=[O:11]. The catalyst is CO. The product is [OH:1][C@H:2]([C:20]1[CH:21]=[CH:22][C:23]([O:26][CH3:27])=[CH:24][CH:25]=1)[C@H:3]([NH:4][C:10](=[O:11])[O:12][CH2:13][C:14]1[CH:19]=[CH:18][CH:17]=[CH:16][CH:15]=1)[CH2:7][OH:6]. The yield is 0.840. (6) The reactants are [Cl-].O[NH3+:3].[C:4](=[O:7])([O-])[OH:5].[Na+].CS(C)=O.[CH2:13]([C:17]1[N:18]=[C:19]([CH3:51])[N:20]([CH2:39][C:40]2[C:48]3[O:47][C:46]([CH3:50])([CH3:49])[CH2:45][C:44]=3[CH:43]=[CH:42][CH:41]=2)[C:21](=[O:38])[C:22]=1[CH2:23][C:24]1[CH:29]=[CH:28][C:27]([C:30]2[C:31]([C:36]#[N:37])=[CH:32][CH:33]=[CH:34][CH:35]=2)=[CH:26][CH:25]=1)[CH2:14][CH2:15][CH3:16]. The catalyst is C(OCC)(=O)C. The product is [CH2:13]([C:17]1[N:18]=[C:19]([CH3:51])[N:20]([CH2:39][C:40]2[C:48]3[O:47][C:46]([CH3:50])([CH3:49])[CH2:45][C:44]=3[CH:43]=[CH:42][CH:41]=2)[C:21](=[O:38])[C:22]=1[CH2:23][C:24]1[CH:25]=[CH:26][C:27]([C:30]2[CH:35]=[CH:34][CH:33]=[CH:32][C:31]=2[C:36]2[NH:3][C:4](=[O:7])[O:5][N:37]=2)=[CH:28][CH:29]=1)[CH2:14][CH2:15][CH3:16]. The yield is 0.210. (7) The reactants are Br[C:2]1[CH:3]=[C:4]([C:14]([NH:16][CH2:17][C:18]2[C:19](=[O:26])[NH:20][C:21]([CH3:25])=[CH:22][C:23]=2[CH3:24])=[O:15])[C:5]2[CH:6]=[N:7][N:8]([CH:11]([CH3:13])[CH3:12])[C:9]=2[CH:10]=1.CC1(C)C(C)(C)OB([C:35]2[CH:36]=[CH:37][C:38]([NH:41][C:42](=[O:44])[CH3:43])=[N:39][CH:40]=2)O1.C(=O)(O)[O-].[Na+].O. The catalyst is COCCOC.O.C1C=CC(P(C2C=CC=CC=2)[C-]2C=CC=C2)=CC=1.C1C=CC(P(C2C=CC=CC=2)[C-]2C=CC=C2)=CC=1.Cl[Pd]Cl.[Fe+2].C(Cl)Cl. The product is [C:42]([NH:41][C:38]1[N:39]=[CH:40][C:35]([C:2]2[CH:3]=[C:4]([C:14]([NH:16][CH2:17][C:18]3[C:19](=[O:26])[NH:20][C:21]([CH3:25])=[CH:22][C:23]=3[CH3:24])=[O:15])[C:5]3[CH:6]=[N:7][N:8]([CH:11]([CH3:13])[CH3:12])[C:9]=3[CH:10]=2)=[CH:36][CH:37]=1)(=[O:44])[CH3:43]. The yield is 0.720. (8) The reactants are [Cl:1][C:2]1[CH:7]=[CH:6][CH:5]=[C:4]([N:8]2[CH2:13][CH2:12][N:11]([CH2:14][CH3:15])[CH2:10][CH2:9]2)[C:3]=1[CH2:16][S:17][C:18]1[N:23]=[C:22]([OH:24])[CH:21]=[C:20]([CH3:25])[N:19]=1.[ClH:26].O1CCOCC1. The catalyst is CO. The product is [ClH:1].[ClH:26].[Cl:1][C:2]1[CH:7]=[CH:6][CH:5]=[C:4]([N:8]2[CH2:9][CH2:10][N:11]([CH2:14][CH3:15])[CH2:12][CH2:13]2)[C:3]=1[CH2:16][S:17][C:18]1[N:23]=[C:22]([OH:24])[CH:21]=[C:20]([CH3:25])[N:19]=1. The yield is 0.980. (9) The reactants are FC1(F)CC1CN1CCN(C2SC(C(OCC)=O)=C(C)N=2)C1=O.[CH3:24][C:25]1[N:26]=[C:27]([N:35]2[CH2:39][CH2:38][N:37]([CH2:40][C:41]3[CH:46]=[CH:45][C:44]([C:47]([F:50])([F:49])[F:48])=[CH:43][CH:42]=3)[C:36]2=[O:51])[S:28][C:29]=1[C:30]([O:32]CC)=[O:31]. No catalyst specified. The product is [CH3:24][C:25]1[N:26]=[C:27]([N:35]2[CH2:39][CH2:38][N:37]([CH2:40][C:41]3[CH:46]=[CH:45][C:44]([C:47]([F:50])([F:49])[F:48])=[CH:43][CH:42]=3)[C:36]2=[O:51])[S:28][C:29]=1[C:30]([OH:32])=[O:31]. The yield is 0.850.